From a dataset of Reaction yield outcomes from USPTO patents with 853,638 reactions. Predict the reaction yield, written as a fraction of the theoretical maximum amount of product (1.0 means a 100% yield; for example, 0.34 means a 34% yield). (1) The reactants are Br[C:2]1[N:3]([CH2:20][C:21]2[CH:26]=[CH:25][C:24]([CH2:27][OH:28])=[CH:23][CH:22]=2)[C:4]2[C:9]([N:10]=1)=[C:8]([NH2:11])[N:7]=[C:6]([NH:12][CH2:13][C:14]1[CH:19]=[CH:18][N:17]=[CH:16][CH:15]=1)[N:5]=2.C[O-].[K+].O.C[CH2:34][OH:35].C(Cl)(Cl)Cl. The catalyst is CO. The product is [CH3:34][O:35][C:2]1[N:3]([CH2:20][C:21]2[CH:26]=[CH:25][C:24]([CH2:27][OH:28])=[CH:23][CH:22]=2)[C:4]2[C:9]([N:10]=1)=[C:8]([NH2:11])[N:7]=[C:6]([NH:12][CH2:13][C:14]1[CH:19]=[CH:18][N:17]=[CH:16][CH:15]=1)[N:5]=2. The yield is 0.800. (2) The reactants are [OH-].[K+].[N+:3]([C:6]1[CH:7]=[C:8]2[C:12](=[CH:13][CH:14]=1)[NH:11][CH:10]=[CH:9]2)([O-:5])=[O:4].[CH3:15][N:16]1[CH2:21][CH2:20][C:19](=O)[CH2:18][CH2:17]1. The catalyst is CO. The product is [CH3:15][N:16]1[CH2:17][CH:18]=[C:19]([C:9]2[C:8]3[C:12](=[CH:13][CH:14]=[C:6]([N+:3]([O-:5])=[O:4])[CH:7]=3)[NH:11][CH:10]=2)[CH2:20][CH2:21]1. The yield is 0.460.